From a dataset of Forward reaction prediction with 1.9M reactions from USPTO patents (1976-2016). Predict the product of the given reaction. (1) Given the reactants [C:1](/[CH:3]=[CH:4]/[C:5]1[CH:6]=[C:7]([CH:18]=[CH:19][CH:20]=1)[O:8][C:9]1[CH:16]=[CH:15][C:12]([C:13]#[N:14])=[CH:11][C:10]=1[OH:17])#[N:2].C1C=CC(P(C2C=CC=CC=2)C2C=CC=CC=2)=CC=1.[Br:40][CH2:41][CH2:42]O.CC(OC(/N=N/C(OC(C)C)=O)=O)C, predict the reaction product. The product is: [Br:40][CH2:41][CH2:42][O:17][C:10]1[CH:11]=[C:12]([CH:15]=[CH:16][C:9]=1[O:8][C:7]1[CH:18]=[CH:19][CH:20]=[C:5](/[CH:4]=[CH:3]/[C:1]#[N:2])[CH:6]=1)[C:13]#[N:14]. (2) Given the reactants [CH2:1]([O:5][C:6]1[N:14]=[C:13]2[C:9]([NH:10][C:11](=[O:28])[N:12]2[CH2:15][C:16]2[CH:21]=[CH:20][C:19]([CH2:22][NH:23][CH2:24][CH2:25][CH2:26][OH:27])=[CH:18][CH:17]=2)=[C:8]([NH2:29])[N:7]=1)[CH2:2][CH2:3][CH3:4].C(=O)([O-])[O-].[K+].[K+].[CH3:36][O:37][C:38]([CH2:40][C:41]1[CH:42]=[C:43]([CH:46]=[CH:47][CH:48]=1)[CH2:44]Br)=[O:39], predict the reaction product. The product is: [CH2:1]([O:5][C:6]1[N:14]=[C:13]2[C:9]([NH:10][C:11](=[O:28])[N:12]2[CH2:15][C:16]2[CH:21]=[CH:20][C:19]([CH2:22][N:23]([CH2:24][CH2:25][CH2:26][OH:27])[CH2:44][C:43]3[CH:46]=[CH:47][CH:48]=[C:41]([CH2:40][C:38]([O:37][CH3:36])=[O:39])[CH:42]=3)=[CH:18][CH:17]=2)=[C:8]([NH2:29])[N:7]=1)[CH2:2][CH2:3][CH3:4].